This data is from Catalyst prediction with 721,799 reactions and 888 catalyst types from USPTO. The task is: Predict which catalyst facilitates the given reaction. Reactant: [Cl:1][C:2]1[N:11]=[CH:10][C:9]2[NH:8][C:7](=[O:12])[CH:6]3[CH2:13][O:14][CH2:15][CH2:16][N:5]3[C:4]=2[N:3]=1.[H-].[Na+].FC(F)(F)S(O[CH2:25][C:26]([F:29])([F:28])[F:27])(=O)=O.O. Product: [Cl:1][C:2]1[N:11]=[CH:10][C:9]2[N:8]([CH2:25][C:26]([F:29])([F:28])[F:27])[C:7](=[O:12])[CH:6]3[CH2:13][O:14][CH2:15][CH2:16][N:5]3[C:4]=2[N:3]=1. The catalyst class is: 3.